Dataset: Full USPTO retrosynthesis dataset with 1.9M reactions from patents (1976-2016). Task: Predict the reactants needed to synthesize the given product. (1) Given the product [Cl:1][C:2]1[CH:13]=[CH:12][C:5]([O:6][CH2:7][C:8]2[N:9]=[C:34]([CH2:33][N:16]3[CH2:17][CH2:18][CH2:19][C:20]([C:27]4[CH:32]=[CH:31][CH:30]=[CH:29][CH:28]=4)([C:21]4[CH:26]=[CH:25][CH:24]=[CH:23][CH:22]=4)[C:15]3=[O:14])[O:11][N:10]=2)=[CH:4][CH:3]=1, predict the reactants needed to synthesize it. The reactants are: [Cl:1][C:2]1[CH:13]=[CH:12][C:5]([O:6][CH2:7]/[C:8](=[N:10]/[OH:11])/[NH2:9])=[CH:4][CH:3]=1.[O:14]=[C:15]1[C:20]([C:27]2[CH:32]=[CH:31][CH:30]=[CH:29][CH:28]=2)([C:21]2[CH:26]=[CH:25][CH:24]=[CH:23][CH:22]=2)[CH2:19][CH2:18][CH2:17][N:16]1[CH2:33][C:34](O)=O.Cl.C(N=C=NCCCN(C)C)C.CO. (2) Given the product [CH3:3][C:2]([C:4]([O:6][CH3:7])=[O:5])=[CH2:1].[C:8]1([CH3:14])[CH:13]=[CH:12][CH:11]=[CH:10][CH:9]=1, predict the reactants needed to synthesize it. The reactants are: [CH3:1][C:2]([C:4]([O:6][CH3:7])=[O:5])=[CH2:3].[C:8]1([CH3:14])[CH:13]=[CH:12][CH:11]=[CH:10][CH:9]=1. (3) Given the product [CH3:1][C:2]1[N:3]=[C:4]([C:15]2([OH:18])[CH2:16][CH2:17][O:12][CH2:13][CH2:14]2)[S:5][CH:6]=1, predict the reactants needed to synthesize it. The reactants are: [CH3:1][C:2]1[N:3]=[CH:4][S:5][CH:6]=1.C([Li])CCC.[O:12]1[CH2:17][CH2:16][C:15](=[O:18])[CH2:14][CH2:13]1.CC(C)=O.CCCCCC. (4) Given the product [NH2:25][CH2:26][C:27]1[CH:28]=[C:29]([C:2]2[CH:3]=[C:4]3[C:9](=[CH:10][CH:11]=2)[O:8][CH2:7][CH2:6][CH:5]3[O:12][C:13]2[CH:18]=[CH:17][CH:16]=[CH:15][C:14]=2[CH2:19][C:20]([OH:22])=[O:21])[CH:30]=[CH:31][CH:32]=1, predict the reactants needed to synthesize it. The reactants are: Cl[C:2]1[CH:3]=[C:4]2[C:9](=[CH:10][CH:11]=1)[O:8][CH2:7][CH2:6][CH:5]2[O:12][C:13]1[CH:18]=[CH:17][CH:16]=[CH:15][C:14]=1[CH2:19][C:20]([O:22]C)=[O:21].Cl.[NH2:25][CH2:26][C:27]1[CH:28]=[C:29](B(O)O)[CH:30]=[CH:31][CH:32]=1. (5) Given the product [N:38]1([CH2:2][CH2:3][CH2:4][S:5]([N:8]2[CH2:13][CH2:12][CH:11]([C:14]3[C:22]4[C:17](=[C:18]([C:29]([NH2:31])=[O:30])[CH:19]=[C:20]([C:23]5[CH:28]=[CH:27][CH:26]=[CH:25][CH:24]=5)[CH:21]=4)[NH:16][N:15]=3)[CH2:10][CH2:9]2)(=[O:7])=[O:6])[CH2:43][CH2:42][O:41][CH2:40][CH2:39]1, predict the reactants needed to synthesize it. The reactants are: Cl[CH2:2][CH2:3][CH2:4][S:5]([N:8]1[CH2:13][CH2:12][CH:11]([C:14]2[C:22]3[C:17](=[C:18]([C:29]([NH2:31])=[O:30])[CH:19]=[C:20]([C:23]4[CH:28]=[CH:27][CH:26]=[CH:25][CH:24]=4)[CH:21]=3)[NH:16][N:15]=2)[CH2:10][CH2:9]1)(=[O:7])=[O:6].C([O-])([O-])=O.[K+].[K+].[NH:38]1[CH2:43][CH2:42][O:41][CH2:40][CH2:39]1.[I-].[Na+]. (6) Given the product [CH3:19][O:18][C@@H:5]([CH2:6][C:7]1[CH:8]=[CH:9][C:10]([O:13][CH2:14][CH2:15][CH2:16][O:29][C:25]2[CH:26]=[CH:27][CH:28]=[C:23]([O:22][CH3:21])[CH:24]=2)=[CH:11][CH:12]=1)[C:4]([OH:3])=[O:20], predict the reactants needed to synthesize it. The reactants are: C([O:3][C:4](=[O:20])[C@@H:5]([O:18][CH3:19])[CH2:6][C:7]1[CH:12]=[CH:11][C:10]([O:13][CH2:14][CH2:15][CH2:16]Br)=[CH:9][CH:8]=1)C.[CH3:21][O:22][C:23]1[CH:24]=[C:25]([OH:29])[CH:26]=[CH:27][CH:28]=1.CO[C@@H](CC1C=CC(OCCCOC2C=CC=CC=2)=CC=1)C(O)=O. (7) Given the product [Cl:1][C:2]1[CH:9]=[C:6]([CH:5]=[CH:4][C:3]=1[O:10][CH2:25][O:24][CH2:23][CH2:22][Si:21]([CH3:28])([CH3:27])[CH3:20])[CH:7]=[O:8], predict the reactants needed to synthesize it. The reactants are: [Cl:1][C:2]1[C:3]([OH:10])=[CH:4][CH:5]=[C:6]([CH:9]=1)[CH:7]=[O:8].C(N(C(C)C)CC)(C)C.[CH3:20][Si:21]([CH3:28])([CH3:27])[CH2:22][CH2:23][O:24][CH2:25]Cl.O.